Dataset: Reaction yield outcomes from USPTO patents with 853,638 reactions. Task: Predict the reaction yield, written as a fraction of the theoretical maximum amount of product (1.0 means a 100% yield; for example, 0.34 means a 34% yield). (1) The reactants are [Cl:1][C:2]1[N:7]=[C:6]2[CH:8]=[CH:9][NH:10][C:5]2=[CH:4][CH:3]=1.[C:11]1([S:17](Cl)(=[O:19])=[O:18])[CH:16]=[CH:15][CH:14]=[CH:13][CH:12]=1.C(N(CC)CC)C. The catalyst is C(Cl)Cl.CN(C)C1C=CN=CC=1.CCOC(C)=O. The product is [Cl:1][C:2]1[N:7]=[C:6]2[CH:8]=[CH:9][N:10]([S:17]([C:11]3[CH:16]=[CH:15][CH:14]=[CH:13][CH:12]=3)(=[O:19])=[O:18])[C:5]2=[CH:4][CH:3]=1. The yield is 0.900. (2) The reactants are [OH:1][CH:2]1[CH2:6][CH2:5][N:4]([C:7]2[CH:8]=[CH:9][C:10]([C:13]#[N:14])=[N:11][CH:12]=2)[CH2:3]1.[OH:15][Li].O. The catalyst is OO. The product is [OH:1][CH:2]1[CH2:6][CH2:5][N:4]([C:7]2[CH:8]=[CH:9][C:10]([C:13]([NH2:14])=[O:15])=[N:11][CH:12]=2)[CH2:3]1. The yield is 0.740. (3) The product is [C:1]([NH:10][C:11]1[S:12][C:13]([C:23]([NH:25][CH2:26][C:27]2[CH:28]=[CH:29][CH:30]=[CH:31][CH:32]=2)=[O:24])=[C:14]([CH2:16][C:17]2[CH:18]=[CH:19][CH:20]=[CH:21][CH:22]=2)[N:15]=1)(=[O:8])[C:2]1[CH:7]=[CH:6][CH:5]=[CH:4][CH:3]=1. The reactants are [C:1](Cl)(=[O:8])[C:2]1[CH:7]=[CH:6][CH:5]=[CH:4][CH:3]=1.[NH2:10][C:11]1[S:12][C:13]([C:23]([NH:25][CH2:26][C:27]2[CH:32]=[CH:31][CH:30]=[CH:29][CH:28]=2)=[O:24])=[C:14]([CH2:16][C:17]2[CH:22]=[CH:21][CH:20]=[CH:19][CH:18]=2)[N:15]=1. No catalyst specified. The yield is 0.540. (4) The reactants are [CH:1]1([CH:7]([NH:22][C:23]2[CH:31]=[CH:30][C:26]([C:27](O)=[O:28])=[CH:25][CH:24]=2)[C:8]2[CH:12]=[C:11]([C:13]3[CH:14]=[N:15][CH:16]=[C:17]([O:19][CH3:20])[CH:18]=3)[O:10][C:9]=2[CH3:21])[CH2:6][CH2:5][CH2:4][CH2:3][CH2:2]1.[CH3:32][NH:33][CH2:34][CH2:35][C:36]([O:38]CC)=[O:37].Cl.C(N=C=NCCCN(C)C)C.O.OC1C2N=NNC=2C=CC=1. The catalyst is CN(C)C=O.C(OCC)(=O)C.C(N(CC)CC)C. The product is [CH:1]1([CH:7]([NH:22][C:23]2[CH:31]=[CH:30][C:26]([C:27]([N:33]([CH3:32])[CH2:34][CH2:35][C:36]([OH:38])=[O:37])=[O:28])=[CH:25][CH:24]=2)[C:8]2[CH:12]=[C:11]([C:13]3[CH:14]=[N:15][CH:16]=[C:17]([O:19][CH3:20])[CH:18]=3)[O:10][C:9]=2[CH3:21])[CH2:6][CH2:5][CH2:4][CH2:3][CH2:2]1. The yield is 0.900. (5) The reactants are S(=O)(=O)(O)O.[OH2:6].[F:7][C:8]([F:23])([F:22])[C:9]1[CH:14]=[CH:13][C:12]([NH:15][C@H:16]([CH2:20][CH3:21])[CH2:17][C:18]#[N:19])=[CH:11][CH:10]=1. The catalyst is C1(C)C=CC=CC=1. The product is [F:7][C:8]([F:22])([F:23])[C:9]1[CH:10]=[CH:11][C:12]([NH:15][C@H:16]([CH2:20][CH3:21])[CH2:17][C:18]([NH2:19])=[O:6])=[CH:13][CH:14]=1. The yield is 0.830. (6) The reactants are [F:1][C:2]1[CH:7]=[CH:6][CH:5]=[C:4]([F:8])[C:3]=1[N:9]1[C:14]2[N:15]=[C:16](S(C)=O)[N:17]=[C:18]([C:19]3[CH:20]=[C:21]([CH:28]=[CH:29][C:30]=3[CH3:31])[C:22]([NH:24][CH:25]([CH3:27])[CH3:26])=[O:23])[C:13]=2[CH2:12][NH:11][C:10]1=[O:35].[CH3:36][N:37]1[CH2:42][CH2:41][NH:40][CH2:39][CH2:38]1. The catalyst is C(Cl)Cl. The product is [F:1][C:2]1[CH:7]=[CH:6][CH:5]=[C:4]([F:8])[C:3]=1[N:9]1[C:14]2[N:15]=[C:16]([N:40]3[CH2:41][CH2:42][N:37]([CH3:36])[CH2:38][CH2:39]3)[N:17]=[C:18]([C:19]3[CH:20]=[C:21]([CH:28]=[CH:29][C:30]=3[CH3:31])[C:22]([NH:24][CH:25]([CH3:27])[CH3:26])=[O:23])[C:13]=2[CH2:12][NH:11][C:10]1=[O:35]. The yield is 0.900. (7) The reactants are [CH2:1]([CH:4]1[CH2:6][O:5]1)[CH:2]=[CH2:3].[C:7](=[O:17])([O:9][CH2:10][C:11]1[CH:16]=[CH:15][CH:14]=[CH:13][CH:12]=1)[NH2:8].[N+](C1C=CC(C(O)=O)=CC=1)([O-])=O. The catalyst is CC(OC)(C)C. The product is [CH2:10]([O:9][C:7](=[O:17])[NH:8][CH2:6][C@H:4]([OH:5])[CH2:1][CH:2]=[CH2:3])[C:11]1[CH:16]=[CH:15][CH:14]=[CH:13][CH:12]=1. The yield is 0.480.